From a dataset of Full USPTO retrosynthesis dataset with 1.9M reactions from patents (1976-2016). Predict the reactants needed to synthesize the given product. Given the product [OH:23][CH2:22][CH2:21][C:20]1[CH:24]=[CH:25][C:17]([N:6]2[C:7]3[CH:15]=[CH:14][CH:13]=[CH:12][C:8]=3[CH:9]=[CH:10][C:11]3[CH:1]=[CH:2][CH:3]=[CH:4][C:5]2=3)=[CH:18][CH:19]=1, predict the reactants needed to synthesize it. The reactants are: [CH:1]1[C:11]2[CH:10]=[CH:9][C:8]3[CH:12]=[CH:13][CH:14]=[CH:15][C:7]=3[NH:6][C:5]=2[CH:4]=[CH:3][CH:2]=1.I[C:17]1[CH:25]=[CH:24][C:20]([CH2:21][CH2:22][OH:23])=[CH:19][CH:18]=1.[OH-].[K+].C1C2C(CCCC2)CCC1.